This data is from Forward reaction prediction with 1.9M reactions from USPTO patents (1976-2016). The task is: Predict the product of the given reaction. (1) Given the reactants [CH2:1]([C:3]1[CH:8]=[CH:7][CH:6]=[C:5]([CH2:9][CH3:10])[C:4]=1[NH:11][C:12]([C:14]1[C:18]2[CH2:19][CH2:20][CH2:21][C:22]3[C:23](=[N:24][C:25]([NH:28][C:29]4[CH:34]=[CH:33][C:32]([N:35]5[CH2:40][CH2:39][N:38]([CH3:41])[CH2:37][CH2:36]5)=[CH:31][C:30]=4[O:42][CH3:43])=[N:26][CH:27]=3)[C:17]=2[N:16]([CH2:44][CH2:45][O:46]C2CCCCO2)[N:15]=1)=[O:13])[CH3:2].[ClH:53], predict the reaction product. The product is: [ClH:53].[CH2:1]([C:3]1[CH:8]=[CH:7][CH:6]=[C:5]([CH2:9][CH3:10])[C:4]=1[NH:11][C:12]([C:14]1[C:18]2[CH2:19][CH2:20][CH2:21][C:22]3[C:23](=[N:24][C:25]([NH:28][C:29]4[CH:34]=[CH:33][C:32]([N:35]5[CH2:36][CH2:37][N:38]([CH3:41])[CH2:39][CH2:40]5)=[CH:31][C:30]=4[O:42][CH3:43])=[N:26][CH:27]=3)[C:17]=2[N:16]([CH2:44][CH2:45][OH:46])[N:15]=1)=[O:13])[CH3:2]. (2) Given the reactants [NH2:1][C:2]1[CH:3]=[CH:4][CH:5]=[C:6]2[C:10]=1[C:9](=[O:11])[N:8]([C@@H:12]([C:18]1[CH:23]=[CH:22][C:21]([O:24]C)=[C:20]([O:26]CC)[CH:19]=1)[CH2:13][S:14]([CH3:17])(=[O:16])=[O:15])[CH2:7]2.[Si](I)(C)(C)C.[CH:34]1([C:37](Cl)=[O:38])[CH2:36][CH2:35]1, predict the reaction product. The product is: [OH:26][C:20]1[CH:19]=[C:18]([C@H:12]([N:8]2[C:9](=[O:11])[C:10]3[C:6](=[CH:5][CH:4]=[CH:3][C:2]=3[NH:1][C:37]([CH:34]3[CH2:36][CH2:35]3)=[O:38])[CH2:7]2)[CH2:13][S:14]([CH3:17])(=[O:16])=[O:15])[CH:23]=[CH:22][C:21]=1[OH:24]. (3) Given the reactants [C:1]1([OH:7])[CH:6]=[CH:5][CH:4]=[CH:3][CH:2]=1.[CH3:8][C:9](=[CH2:11])[CH3:10].[O-][C:13]1[CH:18]=[CH:17][CH:17]=[CH:18][CH:13]=1.[Al+3].[O-][C:21]1[CH:21]=[CH:17][CH:18]=[CH:13][CH:21]=1.[O-][C:18]1[CH:17]=CC=[CH:21][CH:13]=1, predict the reaction product. The product is: [C:9]([C:2]1[CH:3]=[CH:4][CH:5]=[C:6]([C:18]([CH3:17])([CH3:13])[CH3:21])[C:1]=1[OH:7])([CH3:10])([CH3:8])[CH3:11]. (4) Given the reactants [F:1][C:2]1[CH:9]=[CH:8][C:5]([C:6]#[N:7])=[C:4]([O:10][CH3:11])[CH:3]=1.[Cl-].[Cl-].[Cl-].[Al+3].O, predict the reaction product. The product is: [F:1][C:2]1[CH:9]=[CH:8][C:5]([C:6]#[N:7])=[C:4]([O:10][CH3:11])[CH:3]=1.[F:1][C:2]1[CH:9]=[CH:8][C:5]([C:6]#[N:7])=[C:4]([OH:10])[CH:3]=1. (5) Given the reactants [C:1]1([O:7][C:8](Cl)=[O:9])[CH:6]=[CH:5][CH:4]=[CH:3][CH:2]=1.[Cl:11][C:12]1[N:17]=[CH:16][C:15]([C:18]#[C:19][C:20]2[CH:21]=[C:22]([NH2:26])[CH:23]=[CH:24][CH:25]=2)=[CH:14][N:13]=1.N1C=CC=CC=1, predict the reaction product. The product is: [Cl:11][C:12]1[N:13]=[CH:14][C:15]([C:18]#[C:19][C:20]2[CH:21]=[C:22]([NH:26][C:8](=[O:9])[O:7][C:1]3[CH:6]=[CH:5][CH:4]=[CH:3][CH:2]=3)[CH:23]=[CH:24][CH:25]=2)=[CH:16][N:17]=1. (6) Given the reactants [ClH:1].[CH2:2]([O:9][C:10]1[CH:15]=[CH:14][C:13]([C:16]2[CH:21]=[CH:20][CH:19]=[C:18]([CH2:22][CH:23]([NH:29]C(OC(C)(C)C)=O)[CH2:24][C:25]([O:27][CH3:28])=[O:26])[CH:17]=2)=[CH:12][C:11]=1[CH2:37][C@H:38]([NH:48][C:49]([O:51][CH2:52][C:53]1[CH:58]=[CH:57][CH:56]=[CH:55][CH:54]=1)=[O:50])[C:39](=[O:47])[O:40][CH2:41][CH2:42][Si:43]([CH3:46])([CH3:45])[CH3:44])[C:3]1[CH:8]=[CH:7][CH:6]=[CH:5][CH:4]=1, predict the reaction product. The product is: [ClH:1].[NH2:29][CH:23]([CH2:22][C:18]1[CH:17]=[C:16]([C:13]2[CH:14]=[CH:15][C:10]([O:9][CH2:2][C:3]3[CH:8]=[CH:7][CH:6]=[CH:5][CH:4]=3)=[C:11]([CH2:37][C@H:38]([NH:48][C:49]([O:51][CH2:52][C:53]3[CH:54]=[CH:55][CH:56]=[CH:57][CH:58]=3)=[O:50])[C:39](=[O:47])[O:40][CH2:41][CH2:42][Si:43]([CH3:44])([CH3:46])[CH3:45])[CH:12]=2)[CH:21]=[CH:20][CH:19]=1)[CH2:24][C:25]([O:27][CH3:28])=[O:26]. (7) Given the reactants [NH2:1][C:2]1[C:11]2[C:6](=[CH:7][CH:8]=[CH:9][C:10]=2[O:12][CH2:13][C:14]([CH3:19])([CH3:18])[C:15]([OH:17])=O)[N:5]=[C:4]([CH3:20])[C:3]=1[C:21]([O:23][CH2:24][CH3:25])=[O:22].Cl.[CH2:27]([NH2:29])[CH3:28], predict the reaction product. The product is: [NH2:1][C:2]1[C:11]2[C:6](=[CH:7][CH:8]=[CH:9][C:10]=2[O:12][CH2:13][C:14]([CH3:19])([CH3:18])[C:15]([NH:29][CH2:27][CH3:28])=[O:17])[N:5]=[C:4]([CH3:20])[C:3]=1[C:21]([O:23][CH2:24][CH3:25])=[O:22].